Dataset: Catalyst prediction with 721,799 reactions and 888 catalyst types from USPTO. Task: Predict which catalyst facilitates the given reaction. (1) Reactant: [Cl:1][C:2]1[CH:24]=[C:23]([Cl:25])[CH:22]=[CH:21][C:3]=1[O:4][C:5]1[C:10]([CH2:11][CH2:12][C:13](OCC)=[O:14])=[CH:9][CH:8]=[C:7]([O:18][CH2:19][CH3:20])[N:6]=1.[H-].[Al+3].[Li+].[H-].[H-].[H-].O.O.O.O.O.O.O.O.O.O.S([O-])([O-])(=O)=O.[Mg+2]. Product: [Cl:1][C:2]1[CH:24]=[C:23]([Cl:25])[CH:22]=[CH:21][C:3]=1[O:4][C:5]1[C:10]([CH2:11][CH2:12][CH2:13][OH:14])=[CH:9][CH:8]=[C:7]([O:18][CH2:19][CH3:20])[N:6]=1. The catalyst class is: 7. (2) Reactant: [O:1]1[CH2:5][CH2:4][NH:3][C:2]1=[O:6].[H-].[Na+].Br[CH2:10][C:11]1[CH:16]=[CH:15][C:14]([B:17]([OH:19])[OH:18])=[CH:13][CH:12]=1.Cl. Product: [O:6]=[C:2]1[N:3]([CH2:10][C:11]2[CH:16]=[CH:15][C:14]([B:17]([OH:19])[OH:18])=[CH:13][CH:12]=2)[CH2:4][CH2:5][O:1]1. The catalyst class is: 3. (3) Reactant: [C:1]([O:5][C:6]([NH:8][CH2:9][CH:10]([CH3:19])[CH2:11][NH:12][C@@H:13]([C:15]([O:17][CH3:18])=[O:16])[CH3:14])=[O:7])([CH3:4])([CH3:3])[CH3:2].[C:20](ON1C(=O)CCC1=O)([O:22][CH2:23][C:24]1[CH:29]=[CH:28][CH:27]=[CH:26][CH:25]=1)=[O:21]. Product: [CH2:23]([O:22][C:20]([N:12]([CH2:11][CH:10]([CH3:19])[CH2:9][NH:8][C:6]([O:5][C:1]([CH3:4])([CH3:2])[CH3:3])=[O:7])[C@@H:13]([C:15]([O:17][CH3:18])=[O:16])[CH3:14])=[O:21])[C:24]1[CH:29]=[CH:28][CH:27]=[CH:26][CH:25]=1. The catalyst class is: 4.